This data is from Catalyst prediction with 721,799 reactions and 888 catalyst types from USPTO. The task is: Predict which catalyst facilitates the given reaction. (1) Reactant: [F:1][C:2]1[CH:7]=[CH:6][CH:5]=[C:4]([F:8])[C:3]=1[N:9]1[C:14]2[N:15]=[C:16]([S:34][CH3:35])[N:17]=[C:18]([C:19]3[CH:20]=[C:21]([CH:30]=[CH:31][C:32]=3[CH3:33])[C:22]([NH:24][C:25]3[S:26][CH:27]=[CH:28][N:29]=3)=[O:23])[C:13]=2[CH2:12][NH:11][C:10]1=[O:36].C1C=C(Cl)C=C(C(OO)=[O:45])C=1. Product: [F:8][C:4]1[CH:5]=[CH:6][CH:7]=[C:2]([F:1])[C:3]=1[N:9]1[C:14]2[N:15]=[C:16]([S:34]([CH3:35])=[O:45])[N:17]=[C:18]([C:19]3[CH:20]=[C:21]([CH:30]=[CH:31][C:32]=3[CH3:33])[C:22]([NH:24][C:25]3[S:26][CH:27]=[CH:28][N:29]=3)=[O:23])[C:13]=2[CH2:12][NH:11][C:10]1=[O:36]. The catalyst class is: 4. (2) Reactant: [NH2:1][C:2]1[N:7]=[C:6](OS(C(F)(F)F)(=O)=O)[C:5]([N+:16]([O-:18])=[O:17])=[C:4]([C:19]2[O:20][CH:21]=[CH:22][CH:23]=2)[N:3]=1.[C:24]1([NH:30][CH2:31][CH2:32][NH2:33])[CH:29]=[CH:28][CH:27]=[CH:26][CH:25]=1. Product: [O:20]1[CH:21]=[CH:22][CH:23]=[C:19]1[C:4]1[N:3]=[C:2]([NH2:1])[N:7]=[C:6]([NH:33][CH2:32][CH2:31][NH:30][C:24]2[CH:29]=[CH:28][CH:27]=[CH:26][CH:25]=2)[C:5]=1[N+:16]([O-:18])=[O:17]. The catalyst class is: 57. (3) Reactant: O.[OH-].[Li+].[CH3:4][S:5]([N:8]1[CH2:13][CH2:12][N:11]([C:14]([C:16]2[C:25]([NH:26][C:27]([NH:29][C:30]3[C:35]([CH3:36])=[CH:34][C:33]([CH3:37])=[CH:32][C:31]=3[CH3:38])=[O:28])=[CH:24][C:23]3[C:18](=[CH:19][CH:20]=[CH:21][CH:22]=3)[CH:17]=2)=[O:15])[C@H:10]([C:39]([O:41]C)=[O:40])[CH2:9]1)(=[O:7])=[O:6].O.Cl. Product: [CH3:4][S:5]([N:8]1[CH2:13][CH2:12][N:11]([C:14]([C:16]2[C:25]([NH:26][C:27]([NH:29][C:30]3[C:35]([CH3:36])=[CH:34][C:33]([CH3:37])=[CH:32][C:31]=3[CH3:38])=[O:28])=[CH:24][C:23]3[C:18](=[CH:19][CH:20]=[CH:21][CH:22]=3)[CH:17]=2)=[O:15])[C@H:10]([C:39]([OH:41])=[O:40])[CH2:9]1)(=[O:6])=[O:7]. The catalyst class is: 12. (4) Reactant: [CH3:1][O:2][C:3]1[CH:4]=[C:5]2[C:10](=[CH:11][C:12]=1[O:13][CH3:14])[C:9]([CH3:15])=[N:8][C:7]([OH:16])=[CH:6]2.[OH-].[K+].Cl.Cl[CH2:21][C:22]1[CH:31]=[CH:30][C:29]2[C:24](=[CH:25][CH:26]=[CH:27][CH:28]=2)[N:23]=1. Product: [CH3:1][O:2][C:3]1[CH:4]=[C:5]2[C:10](=[CH:11][C:12]=1[O:13][CH3:14])[C:9]([CH3:15])=[N:8][C:7]([OH:16])=[C:6]2[CH2:21][C:22]1[CH:31]=[CH:30][C:29]2[C:24](=[CH:25][CH:26]=[CH:27][CH:28]=2)[N:23]=1. The catalyst class is: 93. (5) Reactant: [Li]CCCC.[Cl:6][C:7]1[N:8]=[C:9]([CH2:21][O:22][Si:23]([C:26]([CH3:29])([CH3:28])[CH3:27])([CH3:25])[CH3:24])[N:10]([CH2:13][O:14][CH2:15][CH2:16][Si:17]([CH3:20])([CH3:19])[CH3:18])[C:11]=1Cl.CN([CH:33]=[O:34])C. Product: [Cl:6][C:7]1[N:8]=[C:9]([CH2:21][O:22][Si:23]([C:26]([CH3:29])([CH3:28])[CH3:27])([CH3:25])[CH3:24])[N:10]([CH2:13][O:14][CH2:15][CH2:16][Si:17]([CH3:20])([CH3:19])[CH3:18])[C:11]=1[CH:33]=[O:34]. The catalyst class is: 1. (6) Reactant: [Cl:1][C:2]1[N:7]=[CH:6][C:5]([C:8]2([C:12]([OH:14])=O)[CH2:11][CH2:10][CH2:9]2)=[CH:4][CH:3]=1.[CH:15]([N:18](CC)C(C)C)(C)C.Cl.CN.CN.CO.C(=O)([O-])O.[Na+]. Product: [Cl:1][C:2]1[N:7]=[CH:6][C:5]([C:8]2([C:12]([NH:18][CH3:15])=[O:14])[CH2:11][CH2:10][CH2:9]2)=[CH:4][CH:3]=1. The catalyst class is: 434. (7) The catalyst class is: 13. Product: [ClH:48].[ClH:48].[C:1]([C:5]1[N:10]=[C:9]([NH:11][CH2:12][CH2:13][CH2:14][O:15][CH3:16])[C:8]([C:17]([N:19]([C@H:20]2[CH2:25][C@@H:24]([C:26]([CH:28]3[CH2:29][CH2:30]3)=[O:27])[CH2:23][NH:22][CH2:21]2)[CH2:38][CH:39]([CH3:41])[CH3:40])=[O:18])=[CH:7][N:6]=1)([CH3:3])([CH3:4])[CH3:2]. Reactant: [C:1]([C:5]1[N:10]=[C:9]([NH:11][CH2:12][CH2:13][CH2:14][O:15][CH3:16])[C:8]([C:17]([N:19]([CH2:38][CH:39]([CH3:41])[CH3:40])[C@H:20]2[CH2:25][C@@H:24]([C:26]([CH:28]3[CH2:30][CH2:29]3)=[O:27])[CH2:23][N:22](C(OC(C)(C)C)=O)[CH2:21]2)=[O:18])=[CH:7][N:6]=1)([CH3:4])([CH3:3])[CH3:2].C(OCC)(=O)C.[ClH:48]. (8) Product: [CH3:13][C:14]1[N:15]=[C:16]([CH2:43][CH2:44][CH3:45])[N:17]([CH2:28][C:29]2[CH:34]=[CH:33][C:32]([C:35]3[CH:40]=[CH:39][CH:38]=[CH:37][C:36]=3[C:41]3[NH:3][C:4](=[O:7])[O:5][N:42]=3)=[CH:31][CH:30]=2)[C:18](=[O:27])[C:19]=1[O:20][C:21]1[CH:22]=[CH:23][CH:24]=[CH:25][CH:26]=1. Reactant: [Cl-].O[NH3+:3].[C:4](=[O:7])([O-])[OH:5].[Na+].CS(C)=O.[CH3:13][C:14]1[N:15]=[C:16]([CH2:43][CH2:44][CH3:45])[N:17]([CH2:28][C:29]2[CH:34]=[CH:33][C:32]([C:35]3[C:36]([C:41]#[N:42])=[CH:37][CH:38]=[CH:39][CH:40]=3)=[CH:31][CH:30]=2)[C:18](=[O:27])[C:19]=1[O:20][C:21]1[CH:26]=[CH:25][CH:24]=[CH:23][CH:22]=1. The catalyst class is: 13. (9) Reactant: [F:1][C:2]1[CH:27]=[CH:26][CH:25]=[C:24]([F:28])[C:3]=1[C:4]([N:6]([CH2:15][C:16]1[CH:21]=[CH:20][C:19]([O:22][CH3:23])=[CH:18][CH:17]=1)[C:7]1[S:11][CH:10]=[N:9][C:8]=1[C:12](O)=[O:13])=[O:5].[C:29]([O:33][C:34]([N:36]1[CH2:41][CH2:40][CH:39]([NH2:42])[CH2:38][CH2:37]1)=[O:35])([CH3:32])([CH3:31])[CH3:30].C(Cl)CCl.C1C=CC2N(O)N=NC=2C=1. Product: [C:29]([O:33][C:34]([N:36]1[CH2:41][CH2:40][CH:39]([NH:42][C:12]([C:8]2[N:9]=[CH:10][S:11][C:7]=2[N:6]([C:4](=[O:5])[C:3]2[C:2]([F:1])=[CH:27][CH:26]=[CH:25][C:24]=2[F:28])[CH2:15][C:16]2[CH:17]=[CH:18][C:19]([O:22][CH3:23])=[CH:20][CH:21]=2)=[O:13])[CH2:38][CH2:37]1)=[O:35])([CH3:32])([CH3:30])[CH3:31]. The catalyst class is: 317.